From a dataset of Forward reaction prediction with 1.9M reactions from USPTO patents (1976-2016). Predict the product of the given reaction. (1) Given the reactants [Cl:1][C:2]1[CH:3]=[CH:4][C:5]2[C:6]3[C:14]([NH:15][C@H:16]([CH:21]4[CH2:23][CH2:22]4)[C:17]([F:20])([F:19])[F:18])=[N:13][CH:12]=[C:11]([C:24]#[N:25])[C:7]=3[NH:8][C:9]=2[CH:10]=1.C(=O)([O-])[O-:27].[K+].[K+].CS(C)=O.OO, predict the reaction product. The product is: [Cl:1][C:2]1[CH:3]=[CH:4][C:5]2[C:6]3[C:14]([NH:15][C@H:16]([CH:21]4[CH2:22][CH2:23]4)[C:17]([F:18])([F:20])[F:19])=[N:13][CH:12]=[C:11]([C:24]([NH2:25])=[O:27])[C:7]=3[NH:8][C:9]=2[CH:10]=1. (2) Given the reactants [Cl:1][C:2]1[CH:7]=[CH:6][CH:5]=[CH:4][C:3]=1[N:8]1[C:12]([C:13]2[O:14]C=CC=2)=[CH:11][C:10]([C:18]([F:21])([F:20])[F:19])=[N:9]1.Cl[O-].[Na+].[O-:25]Cl=O.[Na+].[OH-].[Na+], predict the reaction product. The product is: [Cl:1][C:2]1[CH:7]=[CH:6][CH:5]=[CH:4][C:3]=1[N:8]1[C:12]([C:13]([OH:14])=[O:25])=[CH:11][C:10]([C:18]([F:21])([F:20])[F:19])=[N:9]1. (3) Given the reactants [CH3:1][O:2][C:3](=[O:14])[C:4]1[CH:9]=[C:8]([C:10]#[N:11])[CH:7]=[CH:6][C:5]=1[CH2:12]Br.[C:15]([O:19][C:20]([N:22]1[C:26]2[CH:27]=[CH:28][CH:29]=[CH:30][C:25]=2[NH:24][CH:23]1[CH2:31][NH:32][CH:33]([C:35]1[CH:40]=[CH:39][CH:38]=[CH:37][N:36]=1)[CH3:34])=[O:21])([CH3:18])([CH3:17])[CH3:16].CCN(C(C)C)C(C)C, predict the reaction product. The product is: [C:15]([O:19][C:20]([N:22]1[C:26]2[CH:27]=[CH:28][CH:29]=[CH:30][C:25]=2[N:24]=[C:23]1[CH2:31][N:32]([CH2:12][C:5]1[CH:6]=[CH:7][C:8]([C:10]#[N:11])=[CH:9][C:4]=1[C:3]([O:2][CH3:1])=[O:14])[CH:33]([C:35]1[CH:40]=[CH:39][CH:38]=[CH:37][N:36]=1)[CH3:34])=[O:21])([CH3:16])([CH3:17])[CH3:18]. (4) Given the reactants [CH3:1][O:2][C:3]([N:5]([C:16]1[CH:21]=[CH:20][CH:19]=[CH:18][CH:17]=1)[C:6]1[CH:11]=[CH:10][CH:9]=[CH:8][C:7]=1[CH2:12][C:13](O)=[O:14])=[O:4].[CH3:22]O, predict the reaction product. The product is: [CH3:1][O:2][C:3]([N:5]1[C:16]2[CH:21]=[CH:20][CH:19]=[CH:18][C:17]=2[C:13]([O:14][CH3:22])=[CH:12][C:7]2[CH:8]=[CH:9][CH:10]=[CH:11][C:6]1=2)=[O:4]. (5) Given the reactants [Br:1][C:2]1[C:7]([CH3:8])=[CH:6][C:5]([N+:9]([O-:11])=[O:10])=[CH:4][C:3]=1[CH3:12].C1C(=O)N([Br:20])C(=O)C1, predict the reaction product. The product is: [Br:1][C:2]1[C:3]([CH3:12])=[CH:4][C:5]([N+:9]([O-:11])=[O:10])=[CH:6][C:7]=1[CH2:8][Br:20]. (6) Given the reactants P(=O)([O-])O[C:3](CC)(CC)[C:4]#[N:5].[H-].[Na+].[Cl:14][C:15]1[CH:22]=[CH:21][C:18]([CH:19]=O)=[CH:17][C:16]=1[F:23].O, predict the reaction product. The product is: [Cl:14][C:15]1[CH:22]=[CH:21][C:18]([CH:19]=[CH:3][C:4]#[N:5])=[CH:17][C:16]=1[F:23]. (7) Given the reactants [C:1]([O-:4])([O-])=O.[K+].[K+].CS(N)(=O)=O.COC(=O)/C=C/[C:17]1[CH:22]=[CH:21][CH:20]=[CH:19][C:18]=1[Cl:23].S([O-])([O-])=[O:26].[Na+].[Na+].C[CH2:32][O:33][C:34]([CH3:36])=[O:35], predict the reaction product. The product is: [CH3:32][O:33][C:34](=[O:35])[C@H:36]([OH:26])[C@H:1]([C:17]1[CH:22]=[CH:21][CH:20]=[CH:19][C:18]=1[Cl:23])[OH:4]. (8) Given the reactants Cl[C:2]1[CH:7]=[C:6]([CH3:8])[CH:5]=[C:4]([CH3:9])[N:3]=1.[CH2:10]([CH2:12][NH2:13])[OH:11].[OH-].[Na+], predict the reaction product. The product is: [CH3:8][C:6]1[CH:5]=[C:4]([CH3:9])[N:3]=[C:2]([O:11][CH2:10][CH2:12][NH2:13])[CH:7]=1. (9) Given the reactants [NH2:1][C:2]1[C:3]([NH:13][CH2:14][CH2:15][CH2:16][OH:17])=[C:4]([CH:9]=[CH:10][C:11]=1[Cl:12])[C:5]([O:7][CH3:8])=[O:6].[N:18]([C:21]1[CH:29]=[CH:28][C:24]([C:25]([NH2:27])=[O:26])=[CH:23][C:22]=1[CH3:30])=[C:19]=[S:20], predict the reaction product. The product is: [C:25]([C:24]1[CH:28]=[CH:29][C:21]([NH:18][C:19]([NH:1][C:2]2[C:3]([NH:13][CH2:14][CH2:15][CH2:16][OH:17])=[C:4]([CH:9]=[CH:10][C:11]=2[Cl:12])[C:5]([O:7][CH3:8])=[O:6])=[S:20])=[C:22]([CH3:30])[CH:23]=1)(=[O:26])[NH2:27].